This data is from Catalyst prediction with 721,799 reactions and 888 catalyst types from USPTO. The task is: Predict which catalyst facilitates the given reaction. (1) The catalyst class is: 156. Product: [N:1]1[C:2]([CH2:10][O:11][C:12]2[CH:17]=[CH:16][N:15]([C:20]3[CH:21]=[CH:22][C:23]4[C:24]5[CH2:33][N:32]([C:34]([O:36][C:37]([CH3:40])([CH3:39])[CH3:38])=[O:35])[CH2:31][CH2:30][C:25]=5[N:26]([CH3:29])[C:27]=4[CH:28]=3)[C:14](=[O:18])[CH:13]=2)=[CH:3][N:4]2[CH:9]=[CH:8][CH:7]=[CH:6][C:5]=12. Reactant: [N:1]1[C:2]([CH2:10][O:11][C:12]2[CH:17]=[CH:16][NH:15][C:14](=[O:18])[CH:13]=2)=[CH:3][N:4]2[CH:9]=[CH:8][CH:7]=[CH:6][C:5]=12.Br[C:20]1[CH:21]=[CH:22][C:23]2[C:24]3[CH2:33][N:32]([C:34]([O:36][C:37]([CH3:40])([CH3:39])[CH3:38])=[O:35])[CH2:31][CH2:30][C:25]=3[N:26]([CH3:29])[C:27]=2[CH:28]=1.OC1C=CC=C2C=1N=CC=C2.C([O-])([O-])=O.[Cs+].[Cs+]. (2) Reactant: [C:1]([C:5]1[CH:24]=[CH:23][C:8]([CH2:9][NH:10][CH2:11][CH2:12][C:13]2[CH:18]=[CH:17][CH:16]=[C:15]([O:19][CH:20]([F:22])[F:21])[CH:14]=2)=[CH:7][CH:6]=1)([CH3:4])([CH3:3])[CH3:2].CN1CCOCC1.CN(C(ON1N=NC2C=CC=CC1=2)=[N+](C)C)C.F[P-](F)(F)(F)(F)F.[NH:56]1[C:60]2=[C:61]([C:65](O)=[O:66])[N:62]=[CH:63][CH:64]=[C:59]2[CH:58]=[CH:57]1. Product: [C:1]([C:5]1[CH:24]=[CH:23][C:8]([CH2:9][N:10]([CH2:11][CH2:12][C:13]2[CH:18]=[CH:17][CH:16]=[C:15]([O:19][CH:20]([F:22])[F:21])[CH:14]=2)[C:65]([C:61]2[N:62]=[CH:63][CH:64]=[C:59]3[CH:58]=[CH:57][NH:56][C:60]=23)=[O:66])=[CH:7][CH:6]=1)([CH3:4])([CH3:2])[CH3:3]. The catalyst class is: 3. (3) Reactant: [CH2:1]([N:8]1[C:16]2[C:11](=[CH:12][C:13]([C:17]3[CH:22]=[CH:21][C:20]([O:23][C:24]([F:27])([F:26])[F:25])=[CH:19][CH:18]=3)=[CH:14][CH:15]=2)[C:10]([C:28](=[O:32])[C:29](O)=[O:30])=[CH:9]1)[C:2]1[CH:7]=[CH:6][CH:5]=[CH:4][CH:3]=1.O.ON1C2C=CC=CC=2N=N1.C(N(CC)CC)C.Cl.[C:52]([O:56][C:57](=[O:60])[CH2:58][NH2:59])([CH3:55])([CH3:54])[CH3:53].C1(N=C=NC2CCCCC2)CCCCC1. Product: [CH2:1]([N:8]1[C:16]2[C:11](=[CH:12][C:13]([C:17]3[CH:22]=[CH:21][C:20]([O:23][C:24]([F:27])([F:25])[F:26])=[CH:19][CH:18]=3)=[CH:14][CH:15]=2)[C:10]([C:28](=[O:32])[C:29]([NH:59][CH2:58][C:57]([O:56][C:52]([CH3:55])([CH3:54])[CH3:53])=[O:60])=[O:30])=[CH:9]1)[C:2]1[CH:3]=[CH:4][CH:5]=[CH:6][CH:7]=1. The catalyst class is: 2.